This data is from Forward reaction prediction with 1.9M reactions from USPTO patents (1976-2016). The task is: Predict the product of the given reaction. (1) Given the reactants [CH2:1]([O:3][C:4]([CH:6]1[CH2:11][CH2:10][N:9]([C:12]2[C:17]([N+:18]([O-:20])=[O:19])=[C:16](Cl)[N:15]=[CH:14][N:13]=2)[CH2:8][CH2:7]1)=[O:5])[CH3:2].[Br:22][C:23]1[CH:29]=[CH:28][C:26]([NH2:27])=[CH:25][CH:24]=1, predict the reaction product. The product is: [CH2:1]([O:3][C:4]([CH:6]1[CH2:11][CH2:10][N:9]([C:12]2[C:17]([N+:18]([O-:20])=[O:19])=[C:16]([NH:27][C:26]3[CH:28]=[CH:29][C:23]([Br:22])=[CH:24][CH:25]=3)[N:15]=[CH:14][N:13]=2)[CH2:8][CH2:7]1)=[O:5])[CH3:2]. (2) The product is: [NH2:1][C:2]1[C:3]([C:19]([NH2:21])=[O:20])=[N:4][C:5]([C:9]2[CH:14]=[CH:13][C:12](=[O:15])[N:11]([CH:16]([CH3:18])[CH3:17])[CH:10]=2)=[C:6]([C:27]2[CH:28]=[CH:29][C:24]([O:23][CH3:22])=[CH:25][CH:26]=2)[N:7]=1. Given the reactants [NH2:1][C:2]1[C:3]([C:19]([NH2:21])=[O:20])=[N:4][C:5]([C:9]2[CH:14]=[CH:13][C:12](=[O:15])[N:11]([CH:16]([CH3:18])[CH3:17])[CH:10]=2)=[C:6](Cl)[N:7]=1.[CH3:22][O:23][C:24]1[CH:29]=[CH:28][C:27](B(O)O)=[CH:26][CH:25]=1.O.CCOC(C)=O, predict the reaction product.